From a dataset of Catalyst prediction with 721,799 reactions and 888 catalyst types from USPTO. Predict which catalyst facilitates the given reaction. (1) Reactant: [C:12](NC(N[C:12]([O:14][C:15]([CH3:18])([CH3:17])C)=O)=S)([O:14][C:15](C)([CH3:18])[CH3:17])=O.F[C:20](F)(F)[C:21](O)=O.C(OC1C=CC(CC(NC[CH2:45][CH2:46][CH2:47][C@H:48]([NH:62][C:63]([NH2:65])=[NH:64])[CH2:49][NH:50][C:51]([C:53]2[C:58]([NH2:59])=[N:57][C:56]([NH2:60])=[C:55]([Cl:61])[N:54]=2)=[O:52])=O)=CC=1)C1C=CC=CC=1.C1N=CN(C(N2C=NC=C2)=O)C=1.[CH2:78](O)[C:79](N)([CH2:82]O)[CH2:80]O.Cl. Product: [ClH:61].[CH3:12][O:14][C:15]1[CH:17]=[CH:80][C:79]([CH2:82][CH2:20][CH2:21][N:62]([C@@H:48]([CH2:47][CH2:46][CH3:45])[CH2:49][NH:50][C:51]([C:53]2[C:58]([NH2:59])=[N:57][C:56]([NH2:60])=[C:55]([Cl:61])[N:54]=2)=[O:52])[C:63]([NH2:65])=[NH:64])=[CH:78][CH:18]=1. The catalyst class is: 135. (2) Reactant: [N+:1]([C:4]1[CH:9]=[CH:8][CH:7]=[CH:6][C:5]=1[NH:10][CH:11]1[CH2:16][CH2:15][CH2:14][O:13][CH2:12]1)([O-])=O. Product: [O:13]1[CH2:14][CH2:15][CH2:16][CH:11]([NH:10][C:5]2[C:4]([NH2:1])=[CH:9][CH:8]=[CH:7][CH:6]=2)[CH2:12]1. The catalyst class is: 99. (3) Reactant: [Br:1][C:2]1[CH:3]=[C:4]([NH2:8])[CH:5]=[N:6][CH:7]=1.[N:9]1[CH:14]=[CH:13][CH:12]=[CH:11][C:10]=1[CH:15]=O.[Si]([C:21]#[N:22])(C)(C)C. Product: [Br:1][C:2]1[CH:3]=[C:4]([NH:8][CH:15]([C:10]2[CH:11]=[CH:12][CH:13]=[CH:14][N:9]=2)[C:21]#[N:22])[CH:5]=[N:6][CH:7]=1. The catalyst class is: 57. (4) Reactant: [CH3:1][N:2]1[C:6]([NH:7][C:8]([C:21]2[CH:26]=[CH:25][CH:24]=[CH:23][CH:22]=2)([C:15]2[CH:20]=[CH:19][CH:18]=[CH:17][CH:16]=2)[C:9]2[CH:14]=[CH:13][CH:12]=[CH:11][CH:10]=2)=[C:5]([NH:27][C:28]([C@@H:30]([NH:42]C(=O)OCC2C=CC=CC=2)[CH2:31][CH2:32][CH2:33][NH:34][C:35](=[O:41])[O:36][C:37]([CH3:40])([CH3:39])[CH3:38])=[O:29])[CH:4]=[N:3]1. Product: [NH2:42][C@H:30]([C:28]([NH:27][C:5]1[CH:4]=[N:3][N:2]([CH3:1])[C:6]=1[NH:7][C:8]([C:21]1[CH:26]=[CH:25][CH:24]=[CH:23][CH:22]=1)([C:15]1[CH:20]=[CH:19][CH:18]=[CH:17][CH:16]=1)[C:9]1[CH:10]=[CH:11][CH:12]=[CH:13][CH:14]=1)=[O:29])[CH2:31][CH2:32][CH2:33][NH:34][C:35](=[O:41])[O:36][C:37]([CH3:40])([CH3:39])[CH3:38]. The catalyst class is: 19. (5) Reactant: [CH2:1]([O:3][C:4](=[O:28])[CH2:5][CH2:6][C:7]1[CH:12]=[CH:11][C:10]([CH2:13][N:14]2[CH:19]=[CH:18][CH:17]=[C:16]([C:20]3[CH:25]=[CH:24][C:23]([NH2:26])=[CH:22][CH:21]=3)[C:15]2=[O:27])=[CH:9][CH:8]=1)[CH3:2].[C:29]1([CH3:38])[C:30]([N:35]=[C:36]=[O:37])=[CH:31][CH:32]=[CH:33][CH:34]=1. Product: [CH2:1]([O:3][C:4](=[O:28])[CH2:5][CH2:6][C:7]1[CH:8]=[CH:9][C:10]([CH2:13][N:14]2[CH:19]=[CH:18][CH:17]=[C:16]([C:20]3[CH:25]=[CH:24][C:23]([NH:26][C:36]([NH:35][C:30]4[CH:31]=[CH:32][CH:33]=[CH:34][C:29]=4[CH3:38])=[O:37])=[CH:22][CH:21]=3)[C:15]2=[O:27])=[CH:11][CH:12]=1)[CH3:2]. The catalyst class is: 4. (6) Reactant: [CH2:1]([Li])CCC.C(NC(C)C)(C)C.[Br:13][C:14]1[CH:15]=[N:16][CH:17]=[C:18]([F:20])[CH:19]=1.CI. Product: [Br:13][C:14]1[CH:15]=[N:16][CH:17]=[C:18]([F:20])[C:19]=1[CH3:1]. The catalyst class is: 7. (7) Reactant: [C:1]([Cl:6])(=[O:5])[C:2]([Cl:4])=[O:3].O[CH2:8][C:9]1[CH:14]=[CH:13][C:12]([C:15]2[N:20]=[CH:19][C:18]([O:21][CH2:22][CH:23]3[CH2:28][CH2:27][N:26]([C:29]([O:31][CH:32]([CH3:34])[CH3:33])=[O:30])[CH2:25][CH2:24]3)=[CH:17][CH:16]=2)=[CH:11][CH:10]=1. Product: [C:1]([Cl:6])(=[O:5])[C:2]([Cl:4])=[O:3].[Cl:4][CH2:8][C:9]1[CH:14]=[CH:13][C:12]([C:15]2[N:20]=[CH:19][C:18]([O:21][CH2:22][CH:23]3[CH2:28][CH2:27][N:26]([C:29]([O:31][CH:32]([CH3:34])[CH3:33])=[O:30])[CH2:25][CH2:24]3)=[CH:17][CH:16]=2)=[CH:11][CH:10]=1. The catalyst class is: 59.